Predict the reactants needed to synthesize the given product. From a dataset of Full USPTO retrosynthesis dataset with 1.9M reactions from patents (1976-2016). (1) Given the product [Cl:3][C:4]1[CH:5]=[CH:6][C:7]([O:12][CH2:13][O:14][CH2:15][CH2:16][O:17][CH3:18])=[C:8]([CH2:9][OH:10])[CH:11]=1, predict the reactants needed to synthesize it. The reactants are: [BH4-].[Na+].[Cl:3][C:4]1[CH:5]=[CH:6][C:7]([O:12][CH2:13][O:14][CH2:15][CH2:16][O:17][CH3:18])=[C:8]([CH:11]=1)[CH:9]=[O:10]. (2) Given the product [CH3:1][C@@H:2]1[C:7]([C:8]2[CH:22]=[CH:21][C:11]3[N:12]=[C:13]([C:15]4[CH:20]=[CH:19][CH:18]=[CH:17][CH:16]=4)[O:14][C:10]=3[CH:9]=2)=[N:26][NH:25][C:4](=[O:5])[CH2:3]1, predict the reactants needed to synthesize it. The reactants are: [CH3:1][C@H:2]([C:7](=O)[C:8]1[CH:22]=[CH:21][C:11]2[N:12]=[C:13]([C:15]3[CH:20]=[CH:19][CH:18]=[CH:17][CH:16]=3)[O:14][C:10]=2[CH:9]=1)[CH2:3][C:4](O)=[O:5].O.[NH2:25][NH2:26].